This data is from Catalyst prediction with 721,799 reactions and 888 catalyst types from USPTO. The task is: Predict which catalyst facilitates the given reaction. (1) Reactant: [CH3:1][N:2]1[C:14]2([CH2:19][CH2:18][N:17]([C:20]([O:22][C:23]([CH3:26])([CH3:25])[CH3:24])=[O:21])[CH2:16][CH2:15]2)[C:6]2=[CH:7][CH:8]=[C:9]([C:10]([F:13])([F:12])[F:11])[N:5]2[CH2:4][CH2:3]1.C1C(=O)N([Br:34])C(=O)C1. Product: [Br:34][C:7]1[CH:8]=[C:9]([C:10]([F:11])([F:13])[F:12])[N:5]2[CH2:4][CH2:3][N:2]([CH3:1])[C:14]3([CH2:19][CH2:18][N:17]([C:20]([O:22][C:23]([CH3:26])([CH3:25])[CH3:24])=[O:21])[CH2:16][CH2:15]3)[C:6]=12. The catalyst class is: 10. (2) Reactant: [Cl:1][C:2]1[CH:15]=[C:14]2[C:5]([N:6]=[C:7]3[C:12](=[C:13]2[CH:16]([F:18])[F:17])[CH:11]=[CH:10][CH:9]=[N:8]3)=[CH:4][CH:3]=1.[CH2:19]([Li])[CH2:20][CH2:21][CH3:22]. Product: [CH2:19]([C:13]1([CH:16]([F:18])[F:17])[C:12]2[CH:11]=[CH:10][CH:9]=[N:8][C:7]=2[NH:6][C:5]2[CH:4]=[CH:3][C:2]([Cl:1])=[CH:15][C:14]1=2)[CH2:20][CH2:21][CH3:22]. The catalyst class is: 1. (3) Reactant: C([O:5][C:6](=[O:36])[CH2:7][N:8]1[C:12](=[O:13])[N:11]([CH2:14][C:15](=[O:28])[NH:16][CH2:17][C:18]2[CH:23]=[CH:22][CH:21]=[C:20]([C:24]([F:27])([F:26])[F:25])[CH:19]=2)[N:10]=[C:9]1[C:29]1[CH:34]=[CH:33][C:32]([Cl:35])=[CH:31][CH:30]=1)(C)(C)C.FC(F)(F)C(O)=O.C1(C)C=CC=CC=1. Product: [Cl:35][C:32]1[CH:33]=[CH:34][C:29]([C:9]2[N:8]([CH2:7][C:6]([OH:36])=[O:5])[C:12](=[O:13])[N:11]([CH2:14][C:15](=[O:28])[NH:16][CH2:17][C:18]3[CH:23]=[CH:22][CH:21]=[C:20]([C:24]([F:26])([F:27])[F:25])[CH:19]=3)[N:10]=2)=[CH:30][CH:31]=1. The catalyst class is: 4. (4) Reactant: [Cl:1][C:2]1[CH:7]=[CH:6][C:5]([F:8])=[CH:4][C:3]=1[C:9]1[N:10]=[C:11]2[CH:16]=[CH:15][N:14]=[CH:13][N:12]2[C:17]=1[C:18]([O:20]CC)=[O:19].[Li+].[OH-]. Product: [Cl:1][C:2]1[CH:7]=[CH:6][C:5]([F:8])=[CH:4][C:3]=1[C:9]1[N:10]=[C:11]2[CH:16]=[CH:15][N:14]=[CH:13][N:12]2[C:17]=1[C:18]([OH:20])=[O:19]. The catalyst class is: 5. (5) Reactant: [Br:1][C:2]1[N:7]=[C:6]([C@:8]([NH:28][S@@](C(C)(C)C)=O)([CH3:27])[CH2:9][S:10]([C:22]([C:25]#[N:26])([CH3:24])[CH3:23])(=[N:12][CH2:13][CH2:14][O:15]C2CCCCO2)=[O:11])[C:5]([F:35])=[C:4]([Si:36]([CH2:41][CH3:42])([CH2:39][CH3:40])[CH2:37][CH3:38])[CH:3]=1.Cl.C(=O)([O-])[O-].[Na+].[Na+]. Product: [NH2:28][C@@:8]([C:6]1[C:5]([F:35])=[C:4]([Si:36]([CH2:41][CH3:42])([CH2:39][CH3:40])[CH2:37][CH3:38])[CH:3]=[C:2]([Br:1])[N:7]=1)([CH3:27])[CH2:9][S:10]([C:22]([CH3:24])([CH3:23])[C:25]#[N:26])(=[N:12][CH2:13][CH2:14][OH:15])=[O:11]. The catalyst class is: 5. (6) The catalyst class is: 248. Product: [C:27]([O:31][C:32]([CH:34]1[CH2:39][CH2:38][CH2:37][S:36](=[O:41])(=[O:40])[N:35]1[CH2:2][C:3]1[CH:26]=[CH:25][CH:24]=[C:5]([CH2:6][O:7][C:8]2[CH:13]=[CH:12][C:11]([C:14]3[CH:19]=[C:18]([F:20])[C:17]([F:21])=[CH:16][C:15]=3[O:22][CH3:23])=[CH:10][CH:9]=2)[CH:4]=1)=[O:33])([CH3:30])([CH3:28])[CH3:29]. Reactant: Br[CH2:2][C:3]1[CH:4]=[C:5]([CH:24]=[CH:25][CH:26]=1)[CH2:6][O:7][C:8]1[CH:13]=[CH:12][C:11]([C:14]2[CH:19]=[C:18]([F:20])[C:17]([F:21])=[CH:16][C:15]=2[O:22][CH3:23])=[CH:10][CH:9]=1.[C:27]([O:31][C:32]([CH:34]1[CH2:39][CH2:38][CH2:37][S:36](=[O:41])(=[O:40])[NH:35]1)=[O:33])([CH3:30])([CH3:29])[CH3:28].C(=O)([O-])[O-].[K+].[K+].